From a dataset of TCR-epitope binding with 47,182 pairs between 192 epitopes and 23,139 TCRs. Binary Classification. Given a T-cell receptor sequence (or CDR3 region) and an epitope sequence, predict whether binding occurs between them. (1) The epitope is ILHCANFNV. The TCR CDR3 sequence is CALLLDWDTGELFF. Result: 0 (the TCR does not bind to the epitope). (2) The epitope is FTYASALWEI. The TCR CDR3 sequence is CASNGQNYGYTF. Result: 0 (the TCR does not bind to the epitope). (3) The epitope is GTITVEELK. The TCR CDR3 sequence is CASSLGVERRVQTQYF. Result: 0 (the TCR does not bind to the epitope). (4) The epitope is RIFTIGTVTLK. The TCR CDR3 sequence is CASSIRLAGYNEQFF. Result: 1 (the TCR binds to the epitope). (5) The TCR CDR3 sequence is CASSKPSRTEKLPLHF. The epitope is KLFIRQEEV. Result: 1 (the TCR binds to the epitope). (6) The epitope is PROT_97E67BCC. The TCR CDR3 sequence is CASSELTSGGDEQFF. Result: 1 (the TCR binds to the epitope). (7) The epitope is SGPLKAEIAQRLED. The TCR CDR3 sequence is CASSFGQGTGTEAFF. Result: 0 (the TCR does not bind to the epitope). (8) The epitope is FIAGLIAIV. The TCR CDR3 sequence is CASSTRLAGTNTGELFF. Result: 1 (the TCR binds to the epitope). (9) The epitope is LVLSVNPYV. The TCR CDR3 sequence is CASSLGTGPYEQYF. Result: 1 (the TCR binds to the epitope).